Predict the reaction yield, written as a fraction of the theoretical maximum amount of product (1.0 means a 100% yield; for example, 0.34 means a 34% yield). From a dataset of Reaction yield outcomes from USPTO patents with 853,638 reactions. (1) The reactants are [Cl:1][C:2]1[CH:3]=[C:4]([C@@H:12]([CH2:22][CH:23]2[CH2:27][CH2:26][CH2:25][CH2:24]2)[C:13]([NH:15][C:16]2[CH:20]=[CH:19][N:18]([CH3:21])[N:17]=2)=[O:14])[CH:5]=[CH:6][C:7]=1[S:8]([CH3:11])(=[O:10])=[O:9].C(Cl)(=O)C(Cl)=O.N1C(C)=CC=CC=1C.[CH3:42][O:43][C:44](=[O:58])[C:45]1[CH:50]=[CH:49][CH:48]=[C:47](CN2C=CC(N)=N2)[CH:46]=1. The catalyst is C(Cl)Cl. The product is [CH3:42][O:43][C:44](=[O:58])[C:45]1[CH:50]=[CH:49][CH:48]=[C:47]([CH2:21][N:18]2[CH:19]=[CH:20][C:16]([NH:15][C:13](=[O:14])[C@@H:12]([C:4]3[CH:5]=[CH:6][C:7]([S:8]([CH3:11])(=[O:10])=[O:9])=[C:2]([Cl:1])[CH:3]=3)[CH2:22][CH:23]3[CH2:24][CH2:25][CH2:26][CH2:27]3)=[N:17]2)[CH:46]=1. The yield is 0.470. (2) The reactants are [CH:1]1([N:4]2[C:9](=[O:10])[C:8]3[C:11](OS(C(F)(F)F)(=O)=O)=[C:12]([CH3:17])[C:13](=[O:16])[N:14]([CH3:15])[C:7]=3[N:6]([C:26]3[CH:31]=[CH:30][C:29]([I:32])=[CH:28][C:27]=3[F:33])[C:5]2=[O:34])[CH2:3][CH2:2]1.[NH2:35][C:36]1[CH:37]=[C:38]([NH:42][S:43]([CH3:46])(=[O:45])=[O:44])[CH:39]=[CH:40][CH:41]=1.CN(C)C(=O)C.N1C(C)=CC=CC=1C. The catalyst is CO. The product is [CH:1]1([N:4]2[C:9](=[O:10])[C:8]3[C:11]([NH:35][C:36]4[CH:37]=[C:38]([NH:42][S:43]([CH3:46])(=[O:45])=[O:44])[CH:39]=[CH:40][CH:41]=4)=[C:12]([CH3:17])[C:13](=[O:16])[N:14]([CH3:15])[C:7]=3[N:6]([C:26]3[CH:31]=[CH:30][C:29]([I:32])=[CH:28][C:27]=3[F:33])[C:5]2=[O:34])[CH2:2][CH2:3]1. The yield is 0.960. (3) The yield is 0.890. The reactants are [Br:1][C:2]1[C:7]([C:8]2[CH:13]=[CH:12][CH:11]=[CH:10][CH:9]=2)=[N:6][NH:5][C:4](=[O:14])[CH:3]=1.C(=O)([O-])[O-].[K+].[K+].[CH2:21](Br)[C:22]1[CH:27]=[CH:26][CH:25]=[CH:24][CH:23]=1. The product is [CH2:21]([N:5]1[C:4](=[O:14])[CH:3]=[C:2]([Br:1])[C:7]([C:8]2[CH:13]=[CH:12][CH:11]=[CH:10][CH:9]=2)=[N:6]1)[C:22]1[CH:27]=[CH:26][CH:25]=[CH:24][CH:23]=1. The catalyst is CN(C=O)C.CCOC(C)=O. (4) The reactants are Br[C:2]1[CH:3]=[CH:4][C:5]([N+:10]([O-:12])=[O:11])=[C:6]([O:8][CH3:9])[CH:7]=1.[C:13]([N:16]1[CH2:21][CH2:20][NH:19][CH2:18][CH2:17]1)(=[O:15])[CH3:14].C(=O)([O-])[O-].[Cs+].[Cs+].C(P(C(C)(C)C)C1C=CC=CC=1C1C=CC=CC=1)(C)(C)C. The catalyst is O1CCOCC1.C([O-])(=O)C.C([O-])(=O)C.[Pd+2]. The product is [CH3:9][O:8][C:6]1[CH:7]=[CH:2][C:3]([N:19]2[CH2:20][CH2:21][N:16]([C:13](=[O:15])[CH3:14])[CH2:17][CH2:18]2)=[CH:4][C:5]=1[N+:10]([O-:12])=[O:11]. The yield is 0.440. (5) The reactants are [O:1]1[CH:5]=[CH:4][CH:3]=[C:2]1[C:6]1[CH:37]=[CH:36][C:9]([C:10]([N:12]([CH2:18][C:19]2[CH:35]=[CH:34][CH:33]=[CH:32][C:20]=2[O:21][CH2:22][CH2:23][CH2:24][CH2:25][CH2:26][C:27]([O:29]CC)=[O:28])[CH2:13][C:14]([F:17])([F:16])[F:15])=[O:11])=[CH:8][CH:7]=1.O.[OH-].[Li+]. The catalyst is C1COCC1.CCO.O. The product is [O:1]1[CH:5]=[CH:4][CH:3]=[C:2]1[C:6]1[CH:37]=[CH:36][C:9]([C:10]([N:12]([CH2:18][C:19]2[CH:35]=[CH:34][CH:33]=[CH:32][C:20]=2[O:21][CH2:22][CH2:23][CH2:24][CH2:25][CH2:26][C:27]([OH:29])=[O:28])[CH2:13][C:14]([F:17])([F:15])[F:16])=[O:11])=[CH:8][CH:7]=1. The yield is 0.628. (6) The reactants are C(N(C(C)C)CC)(C)C.Cl[C:11]1[C:16]2=[C:17]([CH:26]([CH3:28])[CH3:27])[C:18]([C:20]3[O:24][N:23]=[C:22]([CH3:25])[N:21]=3)=[CH:19][N:15]2[N:14]=[CH:13][N:12]=1.[F:29][C:30]1[C:35]([NH2:36])=[CH:34][N:33]=[C:32]2[NH:37][CH:38]=[CH:39][C:31]=12. The catalyst is CN(C=O)C. The product is [F:29][C:30]1[C:35]([NH:36][C:11]2[C:16]3=[C:17]([CH:26]([CH3:28])[CH3:27])[C:18]([C:20]4[O:24][N:23]=[C:22]([CH3:25])[N:21]=4)=[CH:19][N:15]3[N:14]=[CH:13][N:12]=2)=[CH:34][N:33]=[C:32]2[NH:37][CH:38]=[CH:39][C:31]=12. The yield is 0.430. (7) The reactants are [O:1]=[C:2]1[C:10](=[C:11]2[C:19]3[C:14](=[CH:15][C:16]([NH:20][CH2:21][CH2:22][O:23][C:24](=[O:27])[CH2:25]Br)=[CH:17][CH:18]=3)[CH2:13][O:12]2)[C:9]2[C:4](=[CH:5][CH:6]=[CH:7][CH:8]=2)[NH:3]1.CC(O)=O.[OH-].[Na+].[NH:34]1[CH2:39][CH2:38][O:37][CH2:36][CH2:35]1. No catalyst specified. The product is [O:1]=[C:2]1[C:10](=[C:11]2[C:19]3[C:14](=[CH:15][C:16]([NH:20][CH2:21][CH2:22][O:23][C:24](=[O:27])[CH2:25][N:34]4[CH2:39][CH2:38][O:37][CH2:36][CH2:35]4)=[CH:17][CH:18]=3)[CH2:13][O:12]2)[C:9]2[C:4](=[CH:5][CH:6]=[CH:7][CH:8]=2)[NH:3]1. The yield is 0.510. (8) The reactants are [Cl-].C([Al+]CC)C.[C:7]([C:9]1[N:10]=[C:11]2[CH:17]=[CH:16][NH:15][C:12]2=[N:13][CH:14]=1)#[CH:8].[C:18](Cl)(=[O:23])[C:19]([CH3:22])([CH3:21])[CH3:20].C([O-])(O)=O.[Na+]. The catalyst is ClCCl.C(OCC)(=O)C. The product is [C:7]([C:9]1[N:10]=[C:11]2[C:17]([C:18](=[O:23])[C:19]([CH3:22])([CH3:21])[CH3:20])=[CH:16][NH:15][C:12]2=[N:13][CH:14]=1)#[CH:8]. The yield is 0.120. (9) The reactants are Cl.Cl.N[C@@H:4]1[CH2:9][CH:8]2[CH2:10][CH2:11][N:5]1[CH2:6][CH2:7]2.C([N:14](CC)CC)C.[F:19][C:20]([F:36])([F:35])[C:21]1[O:25][N:24]=[C:23]([C:26]2[S:30][C:29]([C:31](Cl)=[O:32])=[CH:28][CH:27]=2)[C:22]=1[CH3:34]. The catalyst is ClCCl. The product is [N:5]12[CH2:11][CH2:10][CH:8]([CH2:7][CH2:6]1)[C@H:9]([NH:14][C:31]([C:29]1[S:30][C:26]([C:23]3[C:22]([CH3:34])=[C:21]([C:20]([F:36])([F:35])[F:19])[O:25][N:24]=3)=[CH:27][CH:28]=1)=[O:32])[CH2:4]2. The yield is 0.400. (10) The reactants are [CH3:1][O:2][C:3]1[CH:4]=[C:5]([CH2:23][OH:24])[CH:6]=[CH:7][C:8]=1[O:9][CH2:10][C:11]1[S:15][C:14]([C:16]2[CH:21]=[CH:20][CH:19]=[CH:18][CH:17]=2)=[N:13][C:12]=1[CH3:22].O[C:26]1[C:30]([CH:31]=[O:32])=[CH:29][N:28]([C:33]2[CH:38]=[CH:37][CH:36]=[CH:35][CH:34]=2)[N:27]=1.C(P(CCCC)CCCC)CCC.N(C(N1CCCCC1)=O)=NC(N1CCCCC1)=O. The catalyst is O1CCCC1. The product is [CH3:1][O:2][C:3]1[CH:4]=[C:5]([CH:6]=[CH:7][C:8]=1[O:9][CH2:10][C:11]1[S:15][C:14]([C:16]2[CH:17]=[CH:18][CH:19]=[CH:20][CH:21]=2)=[N:13][C:12]=1[CH3:22])[CH2:23][O:24][C:26]1[C:30]([CH:31]=[O:32])=[CH:29][N:28]([C:33]2[CH:34]=[CH:35][CH:36]=[CH:37][CH:38]=2)[N:27]=1. The yield is 0.740.